From a dataset of Full USPTO retrosynthesis dataset with 1.9M reactions from patents (1976-2016). Predict the reactants needed to synthesize the given product. (1) Given the product [Cl:1][C:2]1[CH:12]=[CH:11][C:5]([CH2:6][OH:7])=[C:4]([CH2:9][OH:8])[CH:3]=1, predict the reactants needed to synthesize it. The reactants are: [Cl:1][C:2]1[CH:3]=[C:4]2[C:9](=O)[O:8][C:6](=[O:7])[C:5]2=[CH:11][CH:12]=1.[H-].[H-].[H-].[H-].[Li+].[Al+3].O.[OH-].[Na+]. (2) Given the product [F:1][C@@:2]1([CH2:9][OH:11])[CH2:7][CH2:6][CH2:5][N:4]([C:26]([O:25][C:22]([CH3:24])([CH3:23])[CH3:21])=[O:27])[CH2:3]1, predict the reactants needed to synthesize it. The reactants are: [F:1][C@@:2]1([C:9]([O:11]CC)=O)[CH2:7][CH2:6][CH2:5][NH:4][C:3]1=O.C(N(CC)CC)C.[CH3:21][C:22]([O:25][C:26](O[C:26]([O:25][C:22]([CH3:24])([CH3:23])[CH3:21])=[O:27])=[O:27])([CH3:24])[CH3:23]. (3) Given the product [CH3:6][C@H:5]1[C@@H:10]2[CH2:11][C@H:12]([CH:8]=[CH:9]2)[C@@H:4]1[C:3](=[O:7])[CH2:2][CH3:1], predict the reactants needed to synthesize it. The reactants are: [CH3:1][CH2:2][C:3](=[O:7])[CH:4]=[CH:5][CH3:6].[CH:8]1[CH2:12][CH:11]=[CH:10][CH:9]=1.Cl(O)(=O)(=O)=O.C([C@@H]1N[C@H](C2OC(C)=CC=2)N(C)C1=O)C1C=CC=CC=1. (4) The reactants are: [F:1][C:2]1[CH:7]=[CH:6][C:5]([C:8]2[C:13]([CH2:14]O)=[C:12]([CH:16]([CH3:18])[CH3:17])[N:11]=[C:10]([N:19]([CH3:24])[S:20]([CH3:23])(=[O:22])=[O:21])[N:9]=2)=[CH:4][CH:3]=1.[Cl:25]CCl.C(N(CC)CC)C.CS(Cl)(=O)=O. Given the product [Cl:25][CH2:14][C:13]1[C:8]([C:5]2[CH:6]=[CH:7][C:2]([F:1])=[CH:3][CH:4]=2)=[N:9][C:10]([N:19]([CH3:24])[S:20]([CH3:23])(=[O:22])=[O:21])=[N:11][C:12]=1[CH:16]([CH3:18])[CH3:17], predict the reactants needed to synthesize it. (5) Given the product [NH2:48][C:43](=[O:45])[CH2:42][N:34]1[C:35]2[C:40](=[CH:39][CH:38]=[CH:37][CH:36]=2)[CH:41]=[C:33]1[C:29]1[CH:28]=[C:27]([C:18]2[C:19]([N:21]([CH3:26])[S:22]([CH3:25])(=[O:23])=[O:24])=[CH:20][C:10]3[O:9][C:8]([C:5]4[CH:4]=[CH:3][C:2]([F:1])=[CH:7][CH:6]=4)=[C:12]([C:13]([NH:14][CH3:15])=[O:16])[C:11]=3[CH:17]=2)[CH:32]=[CH:31][CH:30]=1, predict the reactants needed to synthesize it. The reactants are: [F:1][C:2]1[CH:7]=[CH:6][C:5]([C:8]2[O:9][C:10]3[CH:20]=[C:19]([N:21]([CH3:26])[S:22]([CH3:25])(=[O:24])=[O:23])[C:18]([C:27]4[CH:28]=[C:29]([C:33]5[N:34]([CH2:42][C:43]([OH:45])=O)[C:35]6[C:40]([CH:41]=5)=[CH:39][CH:38]=[CH:37][CH:36]=6)[CH:30]=[CH:31][CH:32]=4)=[CH:17][C:11]=3[C:12]=2[C:13](=[O:16])[NH:14][CH3:15])=[CH:4][CH:3]=1.CC[N:48]=C=NCCCN(C)C.C1C=CC2N(O)N=NC=2C=1.[NH4+].[Cl-]. (6) Given the product [C:14]1([C:20]([C:37]2[CH:42]=[CH:41][CH:40]=[CH:39][CH:38]=2)([C:31]2[CH:32]=[CH:33][CH:34]=[CH:35][CH:36]=2)[O:21][CH2:22][CH2:23][O:24][CH2:25][CH2:26][O:27][CH2:28][CH2:29][N:9]2[C:4]3[C:5](=[CH:6][CH:1]=[CH:2][CH:3]=3)[C:7]([CH:10]=[O:11])=[CH:8]2)[CH:15]=[CH:16][CH:17]=[CH:18][CH:19]=1, predict the reactants needed to synthesize it. The reactants are: [CH:1]1[CH:6]=[C:5]2[C:7]([CH:10]=[O:11])=[CH:8][NH:9][C:4]2=[CH:3][CH:2]=1.[H-].[Na+].[C:14]1([C:20]([C:37]2[CH:42]=[CH:41][CH:40]=[CH:39][CH:38]=2)([C:31]2[CH:36]=[CH:35][CH:34]=[CH:33][CH:32]=2)[O:21][CH2:22][CH2:23][O:24][CH2:25][CH2:26][O:27][CH:28](Br)[CH3:29])[CH:19]=[CH:18][CH:17]=[CH:16][CH:15]=1.C(OCC)(=O)C.